Predict the reactants needed to synthesize the given product. From a dataset of Full USPTO retrosynthesis dataset with 1.9M reactions from patents (1976-2016). (1) Given the product [CH2:22]([C:2]1[CH:10]=[C:9]2[C:5]([CH2:6][N:7]([C:12]3[CH:13]=[C:14]4[C:18](=[CH:19][CH:20]=3)[N:17]([CH3:21])[CH:16]=[CH:15]4)[C:8]2=[O:11])=[CH:4][CH:3]=1)[CH2:23][CH2:24][CH3:25], predict the reactants needed to synthesize it. The reactants are: Br[C:2]1[CH:10]=[C:9]2[C:5]([CH2:6][N:7]([C:12]3[CH:13]=[C:14]4[C:18](=[CH:19][CH:20]=3)[N:17]([CH3:21])[CH:16]=[CH:15]4)[C:8]2=[O:11])=[CH:4][CH:3]=1.[CH2:22]([Sn]([CH2:22][CH2:23][CH2:24][CH3:25])([CH2:22][CH2:23][CH2:24][CH3:25])[CH2:22][CH2:23][CH2:24][CH3:25])[CH2:23][CH2:24][CH3:25]. (2) Given the product [Cl:1][C:2]1[CH:3]=[CH:4][C:5]([O:10][CH2:17][CH:11]2[CH2:16][CH2:15][CH2:14][CH2:13][CH2:12]2)=[C:6]([CH:9]=1)[CH:7]=[O:8], predict the reactants needed to synthesize it. The reactants are: [Cl:1][C:2]1[CH:9]=[C:6]([CH:7]=[O:8])[C:5]([OH:10])=[CH:4][CH:3]=1.[CH:11]1([CH2:17]Br)[CH2:16][CH2:15][CH2:14][CH2:13][CH2:12]1.C([O-])([O-])=O.[K+].[K+].CCOCC. (3) Given the product [CH2:1]([NH:8][C:9]1[N:13]2[CH:14]=[C:15]([NH:18][S:27]([C:24]3[CH:23]=[CH:22][C:21]([O:20][CH3:19])=[CH:26][CH:25]=3)(=[O:29])=[O:28])[CH:16]=[CH:17][C:12]2=[N:11][N:10]=1)[C:2]1[CH:3]=[CH:4][CH:5]=[CH:6][CH:7]=1, predict the reactants needed to synthesize it. The reactants are: [CH2:1]([NH:8][C:9]1[N:13]2[CH:14]=[C:15]([NH2:18])[CH:16]=[CH:17][C:12]2=[N:11][N:10]=1)[C:2]1[CH:7]=[CH:6][CH:5]=[CH:4][CH:3]=1.[CH3:19][O:20][C:21]1[CH:26]=[CH:25][C:24]([S:27](Cl)(=[O:29])=[O:28])=[CH:23][CH:22]=1. (4) Given the product [F:8][C:9]1[C:15]([O:16][CH3:17])=[CH:14][C:13]([N+:18]([O-:20])=[O:19])=[C:11]([NH:12][C:1](=[O:4])[CH3:2])[CH:10]=1, predict the reactants needed to synthesize it. The reactants are: [C:1]([O:4]C(=O)C)(=O)[CH3:2].[F:8][C:9]1[CH:10]=[C:11]([CH:13]=[CH:14][C:15]=1[O:16][CH3:17])[NH2:12].[N+:18]([O-])([OH:20])=[O:19]. (5) Given the product [CH3:31][O:30][C:27]1[N:26]=[C:25]([O:32][CH3:33])[C:24]([C:9]2[CH:17]=[C:16]([C:18]([F:19])([F:20])[F:21])[CH:15]=[C:14]3[C:10]=2[CH:11]=[N:12][NH:13]3)=[CH:29][N:28]=1, predict the reactants needed to synthesize it. The reactants are: CC1(C)C(C)(C)OB([C:9]2[CH:17]=[C:16]([C:18]([F:21])([F:20])[F:19])[CH:15]=[C:14]3[C:10]=2[CH:11]=[N:12][NH:13]3)O1.I[C:24]1[C:25]([O:32][CH3:33])=[N:26][C:27]([O:30][CH3:31])=[N:28][CH:29]=1.C(=O)([O-])[O-].[Na+].[Na+]. (6) Given the product [CH3:23][O:24][C:25](=[O:28])[CH2:26][N:14]1[C:13]2[CH:17]=[C:18]([CH2:21][OH:22])[CH:19]=[CH:20][C:12]=2[O:11][CH2:10][C:15]1=[O:16], predict the reactants needed to synthesize it. The reactants are: [H-].[Na+].[Si]([CH:10]1[C:15](=[O:16])[NH:14][C:13]2[CH:17]=[C:18]([CH2:21][OH:22])[CH:19]=[CH:20][C:12]=2[O:11]1)(C(C)(C)C)(C)C.[CH3:23][O:24][C:25](=[O:28])[CH2:26]Cl.Cl. (7) Given the product [F:1][C:2]1[C:7]2[C:8]([C:18]([NH:20][CH3:21])=[O:19])=[C:9]([C:11]3[CH:12]=[CH:13][C:14]([Br:17])=[CH:15][CH:16]=3)[O:10][C:6]=2[CH:5]=[CH:4][C:3]=1[O:22][CH:24]([CH3:26])[CH3:25], predict the reactants needed to synthesize it. The reactants are: [F:1][C:2]1[C:7]2[C:8]([C:18]([NH:20][CH3:21])=[O:19])=[C:9]([C:11]3[CH:16]=[CH:15][C:14]([Br:17])=[CH:13][CH:12]=3)[O:10][C:6]=2[CH:5]=[CH:4][C:3]=1[OH:22].Br[CH:24]([CH3:26])[CH3:25].C(=O)([O-])[O-].[Cs+].[Cs+]. (8) Given the product [CH2:31]([C:5]1([C:14]([O:16][CH3:17])=[O:15])[CH2:4][O:3][C:2]([CH3:18])([CH3:1])[N:6]1[C:7]([O:9][C:10]([CH3:11])([CH3:12])[CH3:13])=[O:8])[CH:30]=[CH2:29], predict the reactants needed to synthesize it. The reactants are: [CH3:1][C:2]1([CH3:18])[N:6]([C:7]([O:9][C:10]([CH3:13])([CH3:12])[CH3:11])=[O:8])[CH:5]([C:14]([O:16][CH3:17])=[O:15])[CH2:4][O:3]1.C[Si]([N-][Si](C)(C)C)(C)C.[K+].[CH2:29](Br)[CH:30]=[CH2:31].[Cl-].[NH4+]. (9) Given the product [C:1]([O:16][CH2:24][CH2:25][OH:26])(=[O:15])[CH2:2][CH2:3][CH2:4][CH2:5][CH2:6][CH2:7][CH2:8][CH2:9][CH2:10][CH2:11][CH2:12][CH2:13][CH3:14], predict the reactants needed to synthesize it. The reactants are: [C:1]([OH:16])(=[O:15])[CH2:2][CH2:3][CH2:4][CH2:5][CH2:6][CH2:7][CH2:8][CH2:9][CH2:10][CH2:11][CH2:12][CH2:13][CH3:14].C1(C)C=CC=CC=1.[CH2:24](O)[CH2:25][OH:26].